From a dataset of Forward reaction prediction with 1.9M reactions from USPTO patents (1976-2016). Predict the product of the given reaction. (1) Given the reactants [C:1](=[O:9])([O:5][CH:6]([CH3:8])[CH3:7])[O:2][CH2:3]Cl.[Na+].[I-].CC(C)=O.O=C(C1C=CC=CC=1)C[O:19][C:20](=[O:48])[C@H:21]([OH:47])[CH2:22][N:23]([CH2:33][C:34]1[CH:39]=[CH:38][C:37]([C:40]2[CH:45]=[CH:44][CH:43]=[C:42]([Cl:46])[CH:41]=2)=[CH:36][CH:35]=1)[NH:24][C:25]([C:27]1[O:31][N:30]=[C:29]([OH:32])[CH:28]=1)=[O:26].C(=O)([O-])[O-].[Cs+].[Cs+].CCN(C(C)C)C(C)C.CC(O)=O, predict the reaction product. The product is: [Cl:46][C:42]1[CH:41]=[C:40]([C:37]2[CH:36]=[CH:35][C:34]([CH2:33][N:23]([CH2:22][C@@H:21]([OH:47])[C:20]([OH:48])=[O:19])[NH:24][C:25]([C:27]3[O:31][N:30]=[C:29]([O:32][CH2:3][O:2][C:1]([O:5][CH:6]([CH3:8])[CH3:7])=[O:9])[CH:28]=3)=[O:26])=[CH:39][CH:38]=2)[CH:45]=[CH:44][CH:43]=1. (2) Given the reactants [Cl:1][C:2]1[CH:8]=[CH:7][C:5]([OH:6])=[CH:4][C:3]=1[OH:9].[F:10][C:11]1[CH:16]=[CH:15][C:14]([C:17]2[CH:22]=[CH:21][C:20]([CH2:23][C:24]([OH:26])=O)=[CH:19][CH:18]=2)=[CH:13][CH:12]=1.P(Cl)(Cl)(Cl)(Cl)Cl.[CH3:33]N(C=O)C, predict the reaction product. The product is: [Cl:1][C:2]1[CH:8]=[C:7]2[C:5](=[CH:4][C:3]=1[OH:9])[O:6][CH:33]=[C:23]([C:20]1[CH:19]=[CH:18][C:17]([C:14]3[CH:13]=[CH:12][C:11]([F:10])=[CH:16][CH:15]=3)=[CH:22][CH:21]=1)[C:24]2=[O:26].